From a dataset of Peptide-MHC class I binding affinity with 185,985 pairs from IEDB/IMGT. Regression. Given a peptide amino acid sequence and an MHC pseudo amino acid sequence, predict their binding affinity value. This is MHC class I binding data. (1) The peptide sequence is APFARLLNL. The MHC is HLA-B08:01 with pseudo-sequence HLA-B08:01. The binding affinity (normalized) is 0.181. (2) The peptide sequence is KQMSQPYAV. The MHC is HLA-B46:01 with pseudo-sequence HLA-B46:01. The binding affinity (normalized) is 0.0847. (3) The peptide sequence is SSNTNTTTN. The MHC is H-2-Kb with pseudo-sequence H-2-Kb. The binding affinity (normalized) is 0.0477. (4) The peptide sequence is NEEVAIILA. The MHC is HLA-B40:01 with pseudo-sequence HLA-B40:01. The binding affinity (normalized) is 0.0190. (5) The peptide sequence is SEINNLNLT. The MHC is HLA-A26:03 with pseudo-sequence HLA-A26:03. The binding affinity (normalized) is 0.0847. (6) The peptide sequence is SQVKCCHYF. The MHC is HLA-B08:01 with pseudo-sequence HLA-B08:01. The binding affinity (normalized) is 0.178. (7) The peptide sequence is PHAATIRVL. The MHC is HLA-A69:01 with pseudo-sequence HLA-A69:01. The binding affinity (normalized) is 0.0847.